From a dataset of HIV replication inhibition screening data with 41,000+ compounds from the AIDS Antiviral Screen. Binary Classification. Given a drug SMILES string, predict its activity (active/inactive) in a high-throughput screening assay against a specified biological target. (1) The drug is C=C1c2nc3ccccc3n2C=C(c2ccc(C)cc2)N1c1ccc(C)cc1. The result is 0 (inactive). (2) The result is 0 (inactive). The drug is O=C1CCCCC1=Cc1ccc(Cl)cc1.